This data is from Full USPTO retrosynthesis dataset with 1.9M reactions from patents (1976-2016). The task is: Predict the reactants needed to synthesize the given product. (1) Given the product [CH3:23][C:6]1[N:7]=[C:8]([CH2:10][CH2:11][C:12]2[C:13]([C:17]3[CH:22]=[CH:21][CH:20]=[CH:19][N:18]=3)=[N:14][O:15][CH:16]=2)[S:9][C:5]=1[C:3]([OH:4])=[O:2], predict the reactants needed to synthesize it. The reactants are: C[O:2][C:3]([C:5]1[S:9][C:8]([CH2:10][CH2:11][C:12]2[C:13]([C:17]3[CH:22]=[CH:21][CH:20]=[CH:19][N:18]=3)=[N:14][O:15][CH:16]=2)=[N:7][C:6]=1[CH3:23])=[O:4].O.[OH-].[Li+].CO. (2) Given the product [C:20]([C:17]1[CH:18]=[CH:19][C:14]([CH2:13][NH:12][C:10](=[O:11])[CH:9]([C:5]2[C:6]([F:8])=[CH:7][C:2]([C:25]3[CH:30]=[CH:29][CH:28]=[CH:27][CH:26]=3)=[CH:3][C:4]=2[F:24])[O:22][CH3:23])=[CH:15][CH:16]=1)#[N:21], predict the reactants needed to synthesize it. The reactants are: Br[C:2]1[CH:7]=[C:6]([F:8])[C:5]([CH:9]([O:22][CH3:23])[C:10]([NH:12][CH2:13][C:14]2[CH:19]=[CH:18][C:17]([C:20]#[N:21])=[CH:16][CH:15]=2)=[O:11])=[C:4]([F:24])[CH:3]=1.[C:25]1(B(O)O)[CH:30]=[CH:29][CH:28]=[CH:27][CH:26]=1.C(=O)([O-])[O-].[Na+].[Na+]. (3) Given the product [OH:37][CH2:36][CH2:38][NH:39][C:3](=[O:4])[C:2]([N:7]1[CH:11]=[C:10]([C:12]2[CH:35]=[CH:34][C:15]3[C:16]4[N:17]=[C:18]([C:24]5[N:25]([CH2:29][C:30]([F:31])([F:33])[F:32])[N:26]=[CH:27][N:28]=5)[S:19][C:20]=4[CH2:21][CH2:22][O:23][C:14]=3[CH:13]=2)[CH:9]=[N:8]1)([CH3:6])[CH3:1], predict the reactants needed to synthesize it. The reactants are: [CH3:1][C:2]([N:7]1[CH:11]=[C:10]([C:12]2[CH:35]=[CH:34][C:15]3[C:16]4[N:17]=[C:18]([C:24]5[N:25]([CH2:29][C:30]([F:33])([F:32])[F:31])[N:26]=[CH:27][N:28]=5)[S:19][C:20]=4[CH2:21][CH2:22][O:23][C:14]=3[CH:13]=2)[CH:9]=[N:8]1)([CH3:6])[C:3](O)=[O:4].[CH2:36]([CH2:38][NH2:39])[OH:37]. (4) Given the product [Cl:8][C:9]1[CH:14]=[CH:13][N:12]2[C:11]([CH:10]=1)=[CH:15][C:3]([CH3:4])=[CH:2]2, predict the reactants needed to synthesize it. The reactants are: Cl[CH2:2][C:3](=O)[CH3:4].[Br-].[Li+].[Cl:8][C:9]1[CH:14]=[CH:13][N:12]=[C:11]([CH3:15])[CH:10]=1. (5) Given the product [Cl:1][C:2]1[CH:10]=[C:9]2[C:5]([C:6]([C:11]([N:13]3[CH2:18][CH2:17][C:16]4([C:26]5[C:21](=[CH:22][CH:23]=[CH:24][CH:25]=5)[NH:20][CH2:19]4)[CH2:15][CH2:14]3)=[O:12])=[CH:7][N:8]2[CH2:33][C:28]2[CH:29]=[CH:30][CH:31]=[CH:32][N:27]=2)=[CH:4][CH:3]=1, predict the reactants needed to synthesize it. The reactants are: [Cl:1][C:2]1[CH:10]=[C:9]2[C:5]([C:6]([C:11]([N:13]3[CH2:18][CH2:17][C:16]4([C:26]5[C:21](=[CH:22][CH:23]=[CH:24][CH:25]=5)[NH:20][CH2:19]4)[CH2:15][CH2:14]3)=[O:12])=[CH:7][NH:8]2)=[CH:4][CH:3]=1.[N:27]1[CH:32]=[CH:31][CH:30]=[CH:29][C:28]=1[CH2:33]OS(C)(=O)=O. (6) Given the product [C:1]([C:5]1[N:6]=[C:7]([N:16]2[CH2:20][CH2:19][C:18]([F:21])([F:22])[CH2:17]2)[C:8]2[N:13]=[N:12][N:11]([CH2:14][C:15]3[CH:50]=[C:49]([Cl:51])[CH:48]=[CH:47][C:46]=3[Cl:52])[C:9]=2[N:10]=1)([CH3:2])([CH3:3])[CH3:4], predict the reactants needed to synthesize it. The reactants are: [C:1]([C:5]1[N:6]=[C:7]([N:16]2[CH2:20][CH2:19][C:18]([F:22])([F:21])[CH2:17]2)[C:8]2[N:13]=[N:12][N:11]([CH2:14][CH3:15])[C:9]=2[N:10]=1)([CH3:4])([CH3:3])[CH3:2].C(C1N=C(N2CCC(F)(F)C2)C2N=NNC=2N=1)(C)(C)C.BrCC1[CH:50]=[C:49]([Cl:51])[CH:48]=[CH:47][C:46]=1[Cl:52].